Dataset: TCR-epitope binding with 47,182 pairs between 192 epitopes and 23,139 TCRs. Task: Binary Classification. Given a T-cell receptor sequence (or CDR3 region) and an epitope sequence, predict whether binding occurs between them. (1) The epitope is RISNCVADY. The TCR CDR3 sequence is CASSGTEQETQYF. Result: 0 (the TCR does not bind to the epitope). (2) Result: 0 (the TCR does not bind to the epitope). The epitope is EEHVQIHTI. The TCR CDR3 sequence is CASSLAGQGSPYEQYF. (3) The epitope is AIMTRCLAV. The TCR CDR3 sequence is CASSLLTSGTPRDNEQFF. Result: 0 (the TCR does not bind to the epitope). (4) The epitope is YLDAYNMMI. The TCR CDR3 sequence is CARLSPLGEDYEQYF. Result: 1 (the TCR binds to the epitope). (5) The epitope is MLNIPSINV. The TCR CDR3 sequence is CAVNGLAGPTDTQYF. Result: 0 (the TCR does not bind to the epitope). (6) The epitope is KLNVGDYFV. The TCR CDR3 sequence is CASSQGSGTGGILANEKLFF. Result: 1 (the TCR binds to the epitope). (7) The epitope is NYSGVVTTVMF. The TCR CDR3 sequence is CSAREAQLQFF. Result: 0 (the TCR does not bind to the epitope). (8) The epitope is GTSGSPIIDK. The TCR CDR3 sequence is CASSPTTTGYGYTF. Result: 0 (the TCR does not bind to the epitope). (9) The epitope is FADDLNQLTGY. The TCR CDR3 sequence is CASSSPSGAYNEQFF. Result: 1 (the TCR binds to the epitope).